Predict the reactants needed to synthesize the given product. From a dataset of Full USPTO retrosynthesis dataset with 1.9M reactions from patents (1976-2016). (1) Given the product [CH3:1][O:2][C:3]1[CH:4]=[C:5]2[C:9](=[CH:10][CH:11]=1)[N:8]([NH2:12])[CH2:7][CH2:6]2, predict the reactants needed to synthesize it. The reactants are: [CH3:1][O:2][C:3]1[CH:4]=[C:5]2[C:9](=[CH:10][CH:11]=1)[N:8]([N:12]=O)[CH2:7][CH2:6]2.O.C(=O)([O-])[O-].[NH4+].[NH4+]. (2) Given the product [C:15]([O:19][C:20](=[O:28])[NH:21][CH2:22][CH:23]1[CH2:27][CH2:26][CH2:25][N:24]1[CH2:14][C@H:12]([OH:13])[C:3]1[CH:4]=[CH:5][C:6]2[C:7](=[O:11])[O:8][CH2:9][C:10]=2[C:2]=1[CH3:1])([CH3:18])([CH3:16])[CH3:17], predict the reactants needed to synthesize it. The reactants are: [CH3:1][C:2]1[C:10]2[CH2:9][O:8][C:7](=[O:11])[C:6]=2[CH:5]=[CH:4][C:3]=1[C@@H:12]1[CH2:14][O:13]1.[C:15]([O:19][C:20](=[O:28])[NH:21][CH2:22][CH:23]1[CH2:27][CH2:26][CH2:25][NH:24]1)([CH3:18])([CH3:17])[CH3:16]. (3) Given the product [OH:5][CH2:4][CH2:3][N:2]([CH3:1])[C:9](=[O:10])[CH2:8][C:7](=[O:11])[CH3:6], predict the reactants needed to synthesize it. The reactants are: [CH3:1][NH:2][CH2:3][CH2:4][OH:5].[CH2:6]=[C:7]1[O:11][C:9](=[O:10])[CH2:8]1. (4) Given the product [F:1][C:2]1[CH:10]=[C:9]2[C:5]([CH2:6][CH2:7][N:8]2[CH:11]2[CH2:16][CH2:15][N:14]([C:24]([NH:23][C:20]3[S:21][CH:22]=[C:18]([CH3:17])[N:19]=3)=[O:25])[CH2:13][CH2:12]2)=[CH:4][CH:3]=1, predict the reactants needed to synthesize it. The reactants are: [F:1][C:2]1[CH:10]=[C:9]2[C:5]([CH2:6][CH2:7][N:8]2[CH:11]2[CH2:16][CH2:15][NH:14][CH2:13][CH2:12]2)=[CH:4][CH:3]=1.[CH3:17][C:18]1[N:19]=[C:20]([NH:23][C:24](=O)[O:25]C2C=CC([N+]([O-])=O)=CC=2)[S:21][CH:22]=1.CCN(CC)CC.CCOC(C)=O.O. (5) The reactants are: C(N1C=CN=C1)(N1C=CN=C1)=O.[CH2:13]([O:20][N:21]1[C:27](=[O:28])[N:26]2[CH2:29][C@H:22]1[CH2:23][CH2:24][C@H:25]2[C:30]([OH:32])=O)[C:14]1[CH:19]=[CH:18][CH:17]=[CH:16][CH:15]=1.[CH:33]([NH:35][NH2:36])=[O:34].CCOC(C)=O. Given the product [CH2:13]([O:20][N:21]1[C:27](=[O:28])[N:26]2[CH2:29][C@H:22]1[CH2:23][CH2:24][C@H:25]2[C:30]([NH:36][NH:35][CH:33]=[O:34])=[O:32])[C:14]1[CH:15]=[CH:16][CH:17]=[CH:18][CH:19]=1, predict the reactants needed to synthesize it. (6) Given the product [Cl:1][C:2]1[CH:7]=[CH:6][C:5]([C:8]2[CH:13]=[CH:12][C:11]([O:14][CH3:15])=[CH:10][C:9]=2[CH2:16][O:17][C:18]2[CH:23]=[CH:22][C:21]([C:24]3[N:28]([CH:29]4[CH2:34][CH2:33][CH2:32][CH2:31][CH2:30]4)[N:27]=[C:26](/[CH:35]=[C:36](\[CH3:42])/[C:37]([OH:39])=[O:38])[CH:25]=3)=[CH:20][CH:19]=2)=[CH:4][CH:3]=1, predict the reactants needed to synthesize it. The reactants are: [Cl:1][C:2]1[CH:7]=[CH:6][C:5]([C:8]2[CH:13]=[CH:12][C:11]([O:14][CH3:15])=[CH:10][C:9]=2[CH2:16][O:17][C:18]2[CH:23]=[CH:22][C:21]([C:24]3[N:28]([CH:29]4[CH2:34][CH2:33][CH2:32][CH2:31][CH2:30]4)[N:27]=[C:26](/[CH:35]=[C:36](\[CH3:42])/[C:37]([O:39]CC)=[O:38])[CH:25]=3)=[CH:20][CH:19]=2)=[CH:4][CH:3]=1.[Li+].[OH-]. (7) Given the product [NH2:22][C:19]1[CH:20]=[CH:21][C:16](/[CH:14]=[CH:13]/[C:4]2[O:3][C:2]([CH3:1])=[CH:7][C:6](=[C:8]([C:11]#[N:12])[C:9]#[N:10])[CH:5]=2)=[CH:17][C:18]=1[O:30][CH3:31], predict the reactants needed to synthesize it. The reactants are: [CH3:1][C:2]1[O:3][C:4]([CH3:13])=[CH:5][C:6](=[C:8]([C:11]#[N:12])[C:9]#[N:10])[CH:7]=1.[CH:14]([C:16]1[CH:21]=[CH:20][C:19]([NH:22]C(=O)OC(C)(C)C)=[C:18]([O:30][CH3:31])[CH:17]=1)=O.N1CCCCC1.